From a dataset of Full USPTO retrosynthesis dataset with 1.9M reactions from patents (1976-2016). Predict the reactants needed to synthesize the given product. Given the product [Br:1][C:2]1[N:3]=[CH:4][C:5]([C:6]([N:11]2[CH2:16][CH2:15][O:14][CH2:13][CH2:12]2)=[O:8])=[CH:9][CH:10]=1, predict the reactants needed to synthesize it. The reactants are: [Br:1][C:2]1[CH:10]=[CH:9][C:5]([C:6]([OH:8])=O)=[CH:4][N:3]=1.[NH:11]1[CH2:16][CH2:15][O:14][CH2:13][CH2:12]1.CN(C(ON1N=NC2C=CC=NC1=2)=[N+](C)C)C.F[P-](F)(F)(F)(F)F.CCN(C(C)C)C(C)C.